From a dataset of Full USPTO retrosynthesis dataset with 1.9M reactions from patents (1976-2016). Predict the reactants needed to synthesize the given product. (1) The reactants are: [F:1][C:2]1[CH:7]=[CH:6][CH:5]=[CH:4][C:3]=1[C:8]1[N:16]=[C:11]2[CH:12]=[N:13][NH:14][CH:15]=[C:10]2[N:9]=1.Cl[CH2:18][C:19]1[O:23][N:22]=[C:21]([C:24]2[CH:29]=[CH:28][CH:27]=[C:26]([O:30][CH2:31][CH2:32][CH3:33])[CH:25]=2)[CH:20]=1. Given the product [F:1][C:2]1[CH:7]=[CH:6][CH:5]=[CH:4][C:3]=1[C:8]1[N:16]=[C:11]2[CH:12]=[N:13][N:14]([CH2:18][C:19]3[O:23][N:22]=[C:21]([C:24]4[CH:29]=[CH:28][CH:27]=[C:26]([O:30][CH2:31][CH2:32][CH3:33])[CH:25]=4)[CH:20]=3)[CH:15]=[C:10]2[N:9]=1, predict the reactants needed to synthesize it. (2) Given the product [O:2]=[C:3]1[C:9]([NH:10][C:11](=[O:19])[C:12]2[CH:17]=[CH:16][CH:15]=[N:14][C:13]=2[OH:18])=[CH:8][C:7](=[O:20])[CH:6]2[CH:4]1[O:5]2, predict the reactants needed to synthesize it. The reactants are: C[O:2][C:3]1(OC)[C:9]([NH:10][C:11](=[O:19])[C:12]2[CH:17]=[CH:16][CH:15]=[N:14][C:13]=2[OH:18])=[CH:8][C:7](=[O:20])[CH:6]2[CH:4]1[O:5]2.FC(F)(F)C(O)=O. (3) Given the product [BrH:1].[NH2:3][C:4]1[C:12]([F:13])=[CH:11][C:10]([Br:1])=[CH:9][C:5]=1[C:6]([OH:8])=[O:7], predict the reactants needed to synthesize it. The reactants are: [Br:1]Br.[NH2:3][C:4]1[C:12]([F:13])=[CH:11][CH:10]=[CH:9][C:5]=1[C:6]([OH:8])=[O:7].